Dataset: Catalyst prediction with 721,799 reactions and 888 catalyst types from USPTO. Task: Predict which catalyst facilitates the given reaction. (1) Reactant: [Cl:1][C:2]1[CH:7]=[CH:6][C:5]([C:8]2[O:12][C:11]([C:13]([F:16])([F:15])[F:14])=[C:10]([C:17]([OH:19])=O)[CH:9]=2)=[CH:4][CH:3]=1.CCN=C=NCCCN(C)C.Cl.[NH2:32][C:33]1[CH:38]=[C:37]([Cl:39])[CH:36]=[CH:35][C:34]=1[S:40]([OH:43])(=[O:42])=[O:41].ClC1C=CC(C2NN=NN=2)=C(N)C=1. Product: [Cl:39][C:37]1[CH:36]=[CH:35][C:34]([S:40]([OH:43])(=[O:41])=[O:42])=[C:33]([NH:32][C:17]([C:10]2[CH:9]=[C:8]([C:5]3[CH:4]=[CH:3][C:2]([Cl:1])=[CH:7][CH:6]=3)[O:12][C:11]=2[C:13]([F:14])([F:15])[F:16])=[O:19])[CH:38]=1. The catalyst class is: 64. (2) Reactant: [NH:1]1[C:10]2[C:5](=[CH:6][CH:7]=[CH:8][CH:9]=2)[NH:4][CH2:3][C:2]1=[O:11].C(N(CC)CC)C.[CH3:19][O:20][C:21]1[CH:22]=[C:23](/[CH:29]=[CH:30]/[C:31](Cl)=[O:32])[CH:24]=[CH:25][C:26]=1[O:27][CH3:28]. Product: [CH3:19][O:20][C:21]1[CH:22]=[C:23](/[CH:29]=[CH:30]/[C:31]([N:4]2[C:5]3[C:10](=[CH:9][CH:8]=[CH:7][CH:6]=3)[NH:1][C:2](=[O:11])[CH2:3]2)=[O:32])[CH:24]=[CH:25][C:26]=1[O:27][CH3:28]. The catalyst class is: 1. (3) Reactant: Cl[C:2]1[N:7]2[N:8]=[C:9]([C:11]3[CH:16]=[CH:15][CH:14]=[CH:13][CH:12]=3)[CH:10]=[C:6]2[N:5]=[C:4]([CH3:17])[C:3]=1[F:18]. Product: [F:18][C:3]1[C:4]([CH3:17])=[N:5][C:6]2[N:7]([N:8]=[C:9]([C:11]3[CH:16]=[CH:15][CH:14]=[CH:13][CH:12]=3)[CH:10]=2)[CH:2]=1. The catalyst class is: 565. (4) Reactant: [NH2:1][C:2]1[CH:11]=[C:10]2[C:5]([CH2:6][CH2:7][N:8]([C:12](=[O:14])[CH3:13])[CH2:9]2)=[CH:4][CH:3]=1.[C:15](O[C:15]([O:17][C:18]([CH3:21])([CH3:20])[CH3:19])=[O:16])([O:17][C:18]([CH3:21])([CH3:20])[CH3:19])=[O:16].C(N(CC)CC)C. Product: [C:12]([N:8]1[CH2:7][CH2:6][C:5]2[C:10](=[CH:11][C:2]([NH:1][C:15](=[O:16])[O:17][C:18]([CH3:21])([CH3:20])[CH3:19])=[CH:3][CH:4]=2)[CH2:9]1)(=[O:14])[CH3:13]. The catalyst class is: 20. (5) Reactant: [CH3:1][S:2][C:3](SC)=[C:4]([C:13]1[CH:18]=[CH:17][CH:16]=[CH:15][CH:14]=1)[C:5]([C:7]1[CH:12]=[CH:11][CH:10]=[CH:9][CH:8]=1)=O.O.[NH2:22][NH2:23].O. Product: [CH3:1][S:2][C:3]1[NH:23][N:22]=[C:5]([C:7]2[CH:12]=[CH:11][CH:10]=[CH:9][CH:8]=2)[C:4]=1[C:13]1[CH:18]=[CH:17][CH:16]=[CH:15][CH:14]=1. The catalyst class is: 8. (6) Reactant: [CH3:1][O:2][C:3]1[C:12]([O:13][CH3:14])=[C:11]([O:15][CH3:16])[CH:10]=[C:9]2[C:4]=1[CH2:5][CH2:6][C:7](=O)[O:8]2.O=[CH:19][C:20]1[CH:28]=[CH:27][C:24]([O:25][CH3:26])=[C:22]([OH:23])[CH:21]=1.CC1C=CC(S(O)(=O)=[O:37])=CC=1. Product: [OH:23][C:22]1[CH:21]=[C:20]([CH:28]=[CH:27][C:24]=1[O:25][CH3:26])/[CH:19]=[C:6]1\[CH2:7][O:8][C:9]2[C:4]([C:5]\1=[O:37])=[C:3]([O:2][CH3:1])[C:12]([O:13][CH3:14])=[C:11]([O:15][CH3:16])[CH:10]=2. The catalyst class is: 48. (7) The catalyst class is: 12. Product: [O:1]=[C:2]1[C:6]2([CH2:11][CH2:10][NH:9][CH2:8][CH2:7]2)[N:5]([C:19]2[CH:20]=[CH:21][CH:22]=[CH:23][CH:24]=2)[CH2:4][N:3]1[CH2:25][C:26]1[CH:27]=[C:28]([CH:29]=[CH:30][CH:31]=1)[C:32]([O:34][CH2:35][C:36](=[O:43])[N:37]1[CH2:38][CH2:39][CH2:40][CH2:41][CH2:42]1)=[O:33]. Reactant: [O:1]=[C:2]1[C:6]2([CH2:11][CH2:10][N:9](C(OC(C)(C)C)=O)[CH2:8][CH2:7]2)[N:5]([C:19]2[CH:24]=[CH:23][CH:22]=[CH:21][CH:20]=2)[CH2:4][N:3]1[CH2:25][C:26]1[CH:31]=[CH:30][CH:29]=[C:28]([C:32]([O:34][CH2:35][C:36](=[O:43])[N:37]2[CH2:42][CH2:41][CH2:40][CH2:39][CH2:38]2)=[O:33])[CH:27]=1.Cl.